The task is: Regression/Classification. Given a drug SMILES string, predict its toxicity properties. Task type varies by dataset: regression for continuous values (e.g., LD50, hERG inhibition percentage) or binary classification for toxic/non-toxic outcomes (e.g., AMES mutagenicity, cardiotoxicity, hepatotoxicity). Dataset: ld50_zhu.. This data is from Acute oral toxicity (LD50) regression data from Zhu et al.. (1) The molecule is COc1cc2c(cc1OC)C(c1ccc(N)cc1)=NN=C(C)C2. The rat oral LD50 is 3.38, given as -log10 of the dose in mol/kg body weight (higher means more acutely toxic). (2) The rat oral LD50 is 2.49, given as -log10 of the dose in mol/kg body weight (higher means more acutely toxic). The compound is CCSC(=O)COc1ccc(Cl)cc1C.